From a dataset of Reaction yield outcomes from USPTO patents with 853,638 reactions. Predict the reaction yield, written as a fraction of the theoretical maximum amount of product (1.0 means a 100% yield; for example, 0.34 means a 34% yield). (1) The reactants are FC1C=C(CN)C=NC=1.[O:10]1[CH:14]=[C:13]([CH2:15][NH2:16])[N:12]=[CH:11]1.[CH2:17]([N:21]1[CH2:25][CH2:24][N:23]([C:26]2[S:27][C:28]([C:32](O)=[O:33])=[C:29]([CH3:31])[N:30]=2)[C:22]1=[O:35])[CH:18]([CH3:20])[CH3:19]. The yield is 0.170. No catalyst specified. The product is [CH2:17]([N:21]1[CH2:25][CH2:24][N:23]([C:26]2[S:27][C:28]([C:32]([NH:16][CH2:15][C:13]3[N:12]=[CH:11][O:10][CH:14]=3)=[O:33])=[C:29]([CH3:31])[N:30]=2)[C:22]1=[O:35])[CH:18]([CH3:20])[CH3:19]. (2) The reactants are C(=O)(OC(C)(C)C)[NH2:2].Br[C:10]1[C:11]([F:20])=[C:12]([CH:17]=[CH:18][CH:19]=1)[C:13]([O:15][CH3:16])=[O:14].C(Cl)(Cl)Cl.C(=O)([O-])[O-].[Cs+].[Cs+].N#N.C(O)(C(F)(F)F)=O. The product is [NH2:2][C:10]1[C:11]([F:20])=[C:12]([CH:17]=[CH:18][CH:19]=1)[C:13]([O:15][CH3:16])=[O:14]. The yield is 0.760. The catalyst is C1C=CC(/C=C/C(/C=C/C2C=CC=CC=2)=O)=CC=1.C1C=CC(/C=C/C(/C=C/C2C=CC=CC=2)=O)=CC=1.C1C=CC(/C=C/C(/C=C/C2C=CC=CC=2)=O)=CC=1.[Pd].[Pd].CC1(C)C2C(=C(P(C3C=CC=CC=3)C3C=CC=CC=3)C=CC=2)OC2C(P(C3C=CC=CC=3)C3C=CC=CC=3)=CC=CC1=2.C1(C)C=CC=CC=1. (3) The reactants are [CH:1]1[C:10]2[C:5](=[CH:6][CH:7]=[CH:8][CH:9]=2)[CH:4]=[C:3]([C:11]([NH:13][NH2:14])=[O:12])[N:2]=1.[N:15]([O-])=O.[Na+]. The catalyst is Cl.O. The product is [CH:1]1[C:10]2[C:5](=[CH:6][CH:7]=[CH:8][CH:9]=2)[CH:4]=[C:3]([C:11]([N:13]=[N+:14]=[N-:15])=[O:12])[N:2]=1. The yield is 0.938. (4) The reactants are [C:1]([O:5][C:6](=[O:20])[NH:7][C:8]1[CH:13]=[CH:12][C:11]([O:14][C:15]([F:18])([F:17])[F:16])=[C:10](Br)[CH:9]=1)([CH3:4])([CH3:3])[CH3:2].[CH3:21][N:22]1[C:26](B(O)O)=[CH:25][CH:24]=[N:23]1.C(=O)([O-])[O-].[Na+].[Na+].COCCOC. The catalyst is C1C=CC([P]([Pd]([P](C2C=CC=CC=2)(C2C=CC=CC=2)C2C=CC=CC=2)([P](C2C=CC=CC=2)(C2C=CC=CC=2)C2C=CC=CC=2)[P](C2C=CC=CC=2)(C2C=CC=CC=2)C2C=CC=CC=2)(C2C=CC=CC=2)C2C=CC=CC=2)=CC=1.O. The product is [C:1]([O:5][C:6](=[O:20])[NH:7][C:8]1[CH:13]=[CH:12][C:11]([O:14][C:15]([F:18])([F:17])[F:16])=[C:10]([C:26]2[N:22]([CH3:21])[N:23]=[CH:24][CH:25]=2)[CH:9]=1)([CH3:4])([CH3:3])[CH3:2]. The yield is 0.365. (5) The reactants are CN(C)C=O.Cl[CH2:7][CH2:8][O:9][C:10]1[CH:19]=[C:18]2[C:13]([C:14]([O:20][C:21]3[CH:26]=[CH:25][C:24]([NH:27][C:28]([NH:30][CH2:31][CH2:32][C:33]([CH3:36])([CH3:35])[CH3:34])=[O:29])=[C:23]([F:37])[CH:22]=3)=[CH:15][CH:16]=[N:17]2)=[CH:12][C:11]=1[O:38][CH3:39].C(=O)([O-])[O-].[K+].[K+].[NH:46]1[CH2:51][CH2:50][CH2:49][CH2:48][CH2:47]1. The catalyst is C(OCC)(=O)C.O. The product is [CH3:35][C:33]([CH3:36])([CH3:34])[CH2:32][CH2:31][NH:30][C:28]([NH:27][C:24]1[CH:25]=[CH:26][C:21]([O:20][C:14]2[C:13]3[C:18](=[CH:19][C:10]([O:9][CH2:8][CH2:7][N:46]4[CH2:51][CH2:50][CH2:49][CH2:48][CH2:47]4)=[C:11]([O:38][CH3:39])[CH:12]=3)[N:17]=[CH:16][CH:15]=2)=[CH:22][C:23]=1[F:37])=[O:29]. The yield is 0.780. (6) The reactants are Cl.[NH2:2][C:3]([NH2:5])=[NH:4].CC[O-].[Na+].[CH2:10]([O:17][CH2:18][C@H:19]1[N:23]([C:24]([O:26][C:27]([CH3:30])([CH3:29])[CH3:28])=[O:25])[C@@H:22](/[C:31](/[C:35](OC(C)(C)C)=O)=[CH:32]/[O:33]C)[C@@H:21]2[O:42][C:43]([CH3:46])([CH3:45])[O:44][C@H:20]12)[C:11]1[CH:16]=[CH:15][CH:14]=[CH:13][CH:12]=1. The catalyst is C(O)C. The product is [NH2:4][C:3]1[NH:5][C:32](=[O:33])[C:31]([C@@H:22]2[N:23]([C:24]([O:26][C:27]([CH3:28])([CH3:30])[CH3:29])=[O:25])[C@H:19]([CH2:18][O:17][CH2:10][C:11]3[CH:16]=[CH:15][CH:14]=[CH:13][CH:12]=3)[C@H:20]3[O:44][C:43]([CH3:46])([CH3:45])[O:42][C@@H:21]23)=[CH:35][N:2]=1. The yield is 0.293. (7) The reactants are [C:1]1(=O)[CH2:5][CH2:4][CH2:3][CH2:2]1.[NH2:7][CH:8]([C:12]1[CH:17]=[CH:16][C:15]([C:18]([F:21])([F:20])[F:19])=[CH:14][CH:13]=1)[C:9]([NH2:11])=[O:10]. The catalyst is CO.O.C1(C)C=CC(S(O)(=O)=O)=CC=1. The product is [F:19][C:18]([F:20])([F:21])[C:15]1[CH:14]=[CH:13][C:12]([CH:8]2[NH:7][C:1]3([CH2:5][CH2:4][CH2:3][CH2:2]3)[NH:11][C:9]2=[O:10])=[CH:17][CH:16]=1. The yield is 0.920.